From a dataset of Reaction yield outcomes from USPTO patents with 853,638 reactions. Predict the reaction yield, written as a fraction of the theoretical maximum amount of product (1.0 means a 100% yield; for example, 0.34 means a 34% yield). The reactants are FC(F)(F)C(O)=O.O.C(OC([N:16]1[CH2:19][CH2:18][C@H:17]1[CH2:20][O:21][C:22]1[CH:23]=[C:24]([C:28]2[CH:29]=[C:30]([CH2:34][C@H:35]([OH:43])[CH2:36][C:37]3[CH:42]=[CH:41][CH:40]=[CH:39][CH:38]=3)[CH:31]=[CH:32][CH:33]=2)[CH:25]=[N:26][CH:27]=1)=O)(C)(C)C. The catalyst is C(Cl)Cl. The product is [NH:16]1[CH2:19][CH2:18][C@H:17]1[CH2:20][O:21][C:22]1[CH:23]=[C:24]([C:28]2[CH:29]=[C:30]([CH2:34][C@H:35]([OH:43])[CH2:36][C:37]3[CH:42]=[CH:41][CH:40]=[CH:39][CH:38]=3)[CH:31]=[CH:32][CH:33]=2)[CH:25]=[N:26][CH:27]=1. The yield is 0.430.